Dataset: Reaction yield outcomes from USPTO patents with 853,638 reactions. Task: Predict the reaction yield, written as a fraction of the theoretical maximum amount of product (1.0 means a 100% yield; for example, 0.34 means a 34% yield). The reactants are [CH3:1][CH:2]1[CH2:10][C:9]2[C:4](=[CH:5][CH:6]=[CH:7][CH:8]=2)[NH:3]1.[BH-](OC(C)=O)(OC(C)=O)OC(C)=O.[Na+].[CH:25]([C:27]1[CH:32]=[CH:31][C:30]([C:33]2[CH:37]=[C:36]([C:38]([NH2:40])=[O:39])[O:35][N:34]=2)=[CH:29][CH:28]=1)=O.C([O-])([O-])=O.[Na+].[Na+]. The product is [CH3:1][CH:2]1[CH2:10][C:9]2[C:4](=[CH:5][CH:6]=[CH:7][CH:8]=2)[N:3]1[CH2:25][C:27]1[CH:28]=[CH:29][C:30]([C:33]2[CH:37]=[C:36]([C:38]([NH2:40])=[O:39])[O:35][N:34]=2)=[CH:31][CH:32]=1. The catalyst is ClC(Cl)C.CC(O)=O. The yield is 0.540.